This data is from Catalyst prediction with 721,799 reactions and 888 catalyst types from USPTO. The task is: Predict which catalyst facilitates the given reaction. Product: [ClH:24].[ClH:24].[CH3:1][N:2]([CH3:23])[CH2:3][CH2:4][N:5]1[CH2:10][CH2:9][S:8][C:7]2[CH:11]=[CH:12][C:13]([NH:15][C:16]([C:18]3[S:19][CH:20]=[CH:21][CH:22]=3)=[NH:17])=[CH:14][C:6]1=2. The catalyst class is: 5. Reactant: [CH3:1][N:2]([CH3:23])[CH2:3][CH2:4][N:5]1[CH2:10][CH2:9][S:8][C:7]2[CH:11]=[CH:12][C:13]([NH:15][C:16]([C:18]3[S:19][CH:20]=[CH:21][CH:22]=3)=[NH:17])=[CH:14][C:6]1=2.[ClH:24].